From a dataset of Full USPTO retrosynthesis dataset with 1.9M reactions from patents (1976-2016). Predict the reactants needed to synthesize the given product. (1) Given the product [CH2:57]([N:59]([CH2:60][C:61](=[O:62])[NH:69][C@H:66]1[CH2:67][CH2:68][O:64][CH2:65]1)[C:21]([C:6]1[CH:7]=[C:8]2[C:3](=[CH:4][CH:5]=1)[N:2]([CH3:1])[C:14]1[CH2:13][CH2:12][CH:11]([CH:15]3[CH2:16][CH2:17][O:18][CH2:19][CH2:20]3)[CH2:10][C:9]2=1)=[O:23])[CH3:58], predict the reactants needed to synthesize it. The reactants are: [CH3:1][N:2]1[C:14]2[CH2:13][CH2:12][CH:11]([CH:15]3[CH2:20][CH2:19][O:18][CH2:17][CH2:16]3)[CH2:10][C:9]=2[C:8]2[C:3]1=[CH:4][CH:5]=[C:6]([C:21]([OH:23])=O)[CH:7]=2.CCN(C(C)C)C(C)C.CN(C(ON1N=NC2C=CC=NC1=2)=[N+](C)C)C.F[P-](F)(F)(F)(F)F.[CH2:57]([NH:59][CH2:60][C:61](O)=[O:62])[CH3:58].[O:64]1[CH2:68][CH2:67][C@H:66]([NH2:69])[CH2:65]1. (2) The reactants are: [F:1][C:2]1[CH:7]=[CH:6][C:5]([C:8]2[C:13]([C:14]3[CH:19]=[CH:18][N:17]=[CH:16][CH:15]=3)=[C:12]([C:20]3[CH:25]=[CH:24][C:23]([F:26])=[CH:22][CH:21]=3)[N:11]=[C:10]3[N:27]([CH2:30][C:31](O)=[O:32])[N:28]=[CH:29][C:9]=23)=[CH:4][CH:3]=1.[NH3:34]. Given the product [F:1][C:2]1[CH:7]=[CH:6][C:5]([C:8]2[C:13]([C:14]3[CH:15]=[CH:16][N:17]=[CH:18][CH:19]=3)=[C:12]([C:20]3[CH:21]=[CH:22][C:23]([F:26])=[CH:24][CH:25]=3)[N:11]=[C:10]3[N:27]([CH2:30][C:31]([NH2:34])=[O:32])[N:28]=[CH:29][C:9]=23)=[CH:4][CH:3]=1, predict the reactants needed to synthesize it.